This data is from Reaction yield outcomes from USPTO patents with 853,638 reactions. The task is: Predict the reaction yield, written as a fraction of the theoretical maximum amount of product (1.0 means a 100% yield; for example, 0.34 means a 34% yield). (1) The reactants are C([O:3][C:4]([C:6]1[CH:10]=[C:9]([C:11]2[O:12][CH:13]=[CH:14][CH:15]=2)[O:8][N:7]=1)=O)C.[BH4-].[Na+]. The catalyst is C(O)C. The product is [O:12]1[CH:13]=[CH:14][CH:15]=[C:11]1[C:9]1[O:8][N:7]=[C:6]([CH2:4][OH:3])[CH:10]=1. The yield is 0.880. (2) The reactants are P(C#N)(=O)(OCC)OCC.[CH3:11][O:12][C:13]1[CH:14]=[C:15]([CH:21]([S:24][CH3:25])[CH2:22][NH2:23])[CH:16]=[CH:17][C:18]=1[O:19][CH3:20].[N:26]1[CH:31]=[CH:30][CH:29]=[C:28](/[CH:32]=[CH:33]/[C:34](O)=[O:35])[CH:27]=1.C(=O)(O)[O-].[Na+]. The catalyst is CN(C)C=O.C(N(CC)CC)C. The product is [CH3:11][O:12][C:13]1[CH:14]=[C:15]([CH:21]([S:24][CH3:25])[CH2:22][NH:23][C:34](=[O:35])/[CH:33]=[CH:32]/[C:28]2[CH:27]=[N:26][CH:31]=[CH:30][CH:29]=2)[CH:16]=[CH:17][C:18]=1[O:19][CH3:20]. The yield is 0.470. (3) The reactants are [CH3:1][C:2]1([CH3:15])[CH2:14][C:5]2[NH:6][C:7]([C:9]([O:11][CH2:12][CH3:13])=[O:10])=[CH:8][C:4]=2[CH2:3]1.[H-].[Na+].Br[CH2:19][C:20]#[N:21].O. The catalyst is CN(C=O)C.C(OCC)(=O)C. The product is [C:20]([CH2:19][N:6]1[C:7]([C:9]([O:11][CH2:12][CH3:13])=[O:10])=[CH:8][C:4]2[CH2:3][C:2]([CH3:1])([CH3:15])[CH2:14][C:5]1=2)#[N:21]. The yield is 0.950. (4) The reactants are [OH:1][C:2]1[C:15]2[C:14](=[O:16])[C:13]3[C:8](=[CH:9][CH:10]=[CH:11][CH:12]=3)[S:7][C:6]=2[C:5]([OH:17])=[CH:4][CH:3]=1.C(=O)([O-])[O-].[K+].[K+].Br[CH2:25][CH2:26][Cl:27]. The catalyst is CC(C)=O. The product is [Cl:27][CH:26]([O:1][C:2]1[C:15]2[C:14](=[O:16])[C:13]3[C:8](=[CH:9][CH:10]=[CH:11][CH:12]=3)[S:7][C:6]=2[C:5]([OH:17])=[CH:4][CH:3]=1)[CH3:25]. The yield is 0.650. (5) The catalyst is O1CCOCC1. The product is [Br:1][C:2]1[CH:11]=[CH:10][C:9]2[O:12][CH2:13][CH2:14][N:15]([CH2:16][C:17]3[C:18](=[O:25])[NH:19][C:20]([CH3:24])=[CH:21][C:22]=3[CH3:23])[C:5](=[O:6])[C:4]=2[C:3]=1[CH3:26]. The yield is 0.270. The reactants are [Br:1][C:2]1[C:3]([CH3:26])=[C:4]([C:9]([O:12][CH2:13][CH2:14][NH:15][CH2:16][C:17]2[C:18](=[O:25])[NH:19][C:20]([CH3:24])=[CH:21][C:22]=2[CH3:23])=[CH:10][CH:11]=1)[C:5](OC)=[O:6].C[Al](C)C. (6) The reactants are [Cl:1][C:2]1[C:7]([C:8]([O:10]CC)=[O:9])=[C:6]([Cl:13])[CH:5]=[C:4]([CH3:14])[N:3]=1.[OH-].[Na+].OS(O)(=O)=O. The catalyst is O.CO. The product is [Cl:1][C:2]1[C:7]([C:8]([OH:10])=[O:9])=[C:6]([Cl:13])[CH:5]=[C:4]([CH3:14])[N:3]=1. The yield is 0.660.